This data is from Aqueous solubility values for 9,982 compounds from the AqSolDB database. The task is: Regression/Classification. Given a drug SMILES string, predict its absorption, distribution, metabolism, or excretion properties. Task type varies by dataset: regression for continuous measurements (e.g., permeability, clearance, half-life) or binary classification for categorical outcomes (e.g., BBB penetration, CYP inhibition). For this dataset (solubility_aqsoldb), we predict Y. (1) The molecule is O=c1[nH]c2ccccc2c(=O)n1CCO. The Y is -3.11 log mol/L. (2) The drug is CCOC(=O)C(C#N)=C(c1ccccc1)c1ccccc1. The Y is -7.74 log mol/L. (3) The Y is -7.58 log mol/L. The compound is CCOc1ccccc1NC(=O)C1=Cc2ccccc2/C(=N\Nc2ccc(C(N)=O)cc2)C1=O. (4) The molecule is O/N=C1\C=CCCC1. The Y is -0.967 log mol/L.